Dataset: Reaction yield outcomes from USPTO patents with 853,638 reactions. Task: Predict the reaction yield, written as a fraction of the theoretical maximum amount of product (1.0 means a 100% yield; for example, 0.34 means a 34% yield). The reactants are Cl[CH2:2][CH2:3][C:4]([C:6]1[CH:11]=[CH:10][C:9]([F:12])=[CH:8][CH:7]=1)=[O:5].C([O-])([O-])=O.[K+].[K+].[CH3:19][C:20]([CH3:25])([CH3:24])[C@@H:21]([NH2:23])[CH3:22]. The catalyst is C(#N)C. The product is [CH3:19][C:20]([CH3:25])([CH3:24])[C@@H:21]([NH:23][CH2:2][CH2:3][C:4]([C:6]1[CH:11]=[CH:10][C:9]([F:12])=[CH:8][CH:7]=1)=[O:5])[CH3:22]. The yield is 0.940.